From a dataset of NCI-60 drug combinations with 297,098 pairs across 59 cell lines. Regression. Given two drug SMILES strings and cell line genomic features, predict the synergy score measuring deviation from expected non-interaction effect. (1) Drug 1: C1=CC(=CC=C1CCC2=CNC3=C2C(=O)NC(=N3)N)C(=O)NC(CCC(=O)O)C(=O)O. Drug 2: CN(C)N=NC1=C(NC=N1)C(=O)N. Cell line: NCI-H226. Synergy scores: CSS=-2.98, Synergy_ZIP=-3.31, Synergy_Bliss=-6.75, Synergy_Loewe=-12.2, Synergy_HSA=-8.54. (2) Drug 1: CC1C(C(CC(O1)OC2CC(OC(C2O)C)OC3=CC4=CC5=C(C(=O)C(C(C5)C(C(=O)C(C(C)O)O)OC)OC6CC(C(C(O6)C)O)OC7CC(C(C(O7)C)O)OC8CC(C(C(O8)C)O)(C)O)C(=C4C(=C3C)O)O)O)O. Drug 2: CC1=C(C=C(C=C1)C(=O)NC2=CC(=CC(=C2)C(F)(F)F)N3C=C(N=C3)C)NC4=NC=CC(=N4)C5=CN=CC=C5. Cell line: SK-MEL-28. Synergy scores: CSS=31.1, Synergy_ZIP=1.05, Synergy_Bliss=1.57, Synergy_Loewe=-9.14, Synergy_HSA=1.65.